Task: Predict the product of the given reaction.. Dataset: Forward reaction prediction with 1.9M reactions from USPTO patents (1976-2016) (1) Given the reactants [CH2:1]([N:8]1[CH2:13][CH2:12][N:11]([C:14]([O:16][C:17]([CH3:20])([CH3:19])[CH3:18])=[O:15])[C@H:10]([CH2:21][N:22]([C:29](=[O:37])[CH2:30][CH2:31][C:32]([O:34]CC)=[O:33])[C:23]2[CH:28]=[CH:27][CH:26]=[CH:25][CH:24]=2)[CH2:9]1)[C:2]1[CH:7]=[CH:6][CH:5]=[CH:4][CH:3]=1.[OH-].[Li+].Cl.[Cl-].[Na+], predict the reaction product. The product is: [CH2:1]([N:8]1[CH2:13][CH2:12][N:11]([C:14]([O:16][C:17]([CH3:20])([CH3:19])[CH3:18])=[O:15])[C@H:10]([CH2:21][N:22]([C:23]2[CH:24]=[CH:25][CH:26]=[CH:27][CH:28]=2)[C:29](=[O:37])[CH2:30][CH2:31][C:32]([OH:34])=[O:33])[CH2:9]1)[C:2]1[CH:3]=[CH:4][CH:5]=[CH:6][CH:7]=1. (2) Given the reactants C([O:8][CH2:9][CH2:10][CH2:11][N:12]1[CH:16]=[C:15]([B:17]2[O:21][C:20]([CH3:23])([CH3:22])[C:19]([CH3:25])([CH3:24])[O:18]2)[CH:14]=[N:13]1)C1C=CC=CC=1, predict the reaction product. The product is: [CH3:24][C:19]1([CH3:25])[C:20]([CH3:22])([CH3:23])[O:21][B:17]([C:15]2[CH:14]=[N:13][N:12]([CH2:11][CH2:10][CH2:9][OH:8])[CH:16]=2)[O:18]1. (3) Given the reactants [CH3:1][O:2][C:3]1[CH:4]=[C:5]([O:9][C:10]2[CH:15]=[CH:14][C:13]([NH:16][C:17](=[O:21])[C@@H:18]([CH3:20])[NH2:19])=[CH:12][CH:11]=2)[CH:6]=[CH:7][CH:8]=1.C(N(CC)CC)C.Cl[C:30](Cl)([O:32]C(=O)OC(Cl)(Cl)Cl)Cl, predict the reaction product. The product is: [CH3:20][C@H:18]1[NH:19][C:30](=[O:32])[N:16]([C:13]2[CH:14]=[CH:15][C:10]([O:9][C:5]3[CH:6]=[CH:7][CH:8]=[C:3]([O:2][CH3:1])[CH:4]=3)=[CH:11][CH:12]=2)[C:17]1=[O:21].